This data is from Forward reaction prediction with 1.9M reactions from USPTO patents (1976-2016). The task is: Predict the product of the given reaction. (1) Given the reactants [CH3:1][O:2][C:3]1[C:12]([C:13]2[CH:18]=[CH:17][CH:16]=[CH:15][C:14]=2[F:19])=[CH:11][C:10]2[C:5](=[CH:6][CH:7]=[CH:8][CH:9]=2)[CH:4]=1.CN(C)C=O.[Br:25]N1C(=O)CCC1=O, predict the reaction product. The product is: [Br:25][C:4]1[C:5]2[C:10](=[CH:9][CH:8]=[CH:7][CH:6]=2)[CH:11]=[C:12]([C:13]2[CH:18]=[CH:17][CH:16]=[CH:15][C:14]=2[F:19])[C:3]=1[O:2][CH3:1]. (2) Given the reactants C1(N([C@H]2CC[C@H](CC)CC2)[C:7](=[O:19])[NH:8][C:9]2[S:10][C:11]([S:14][CH2:15][C:16](O)=O)=[CH:12][N:13]=2)CCCC1.[C:28]([CH:32]1[CH2:37][CH2:36][CH:35]([NH:38][CH:39]2[CH2:43][CH2:42][CH2:41][CH2:40]2)[CH2:34][CH2:33]1)([CH3:31])([CH3:30])[CH3:29].C([O:46][C:47](=[O:57])CCSC1SC(N)=NC=1)C, predict the reaction product. The product is: [C:28]([C@H:32]1[CH2:37][CH2:36][C@H:35]([N:38]([CH:39]2[CH2:43][CH2:42][CH2:41][CH2:40]2)[C:7](=[O:19])[NH:8][C:9]2[S:10][C:11]([S:14][CH2:15][CH2:16][C:47]([OH:57])=[O:46])=[CH:12][N:13]=2)[CH2:34][CH2:33]1)([CH3:31])([CH3:29])[CH3:30].